Task: Predict the reactants needed to synthesize the given product.. Dataset: Full USPTO retrosynthesis dataset with 1.9M reactions from patents (1976-2016) (1) Given the product [OH:12][C:9]1[CH:10]=[C:11]2[C:6]([CH2:5][CH2:4][N:3]3[CH:17]=[C:18]([C:19]([O:21][CH2:24][CH3:25])=[O:20])[CH:1]=[C:2]32)=[CH:7][C:8]=1[O:13][CH3:14], predict the reactants needed to synthesize it. The reactants are: [CH3:1][C:2]1[C:11]2[C:6](=[CH:7][C:8]([O:13][CH3:14])=[C:9]([OH:12])[CH:10]=2)[CH2:5][CH2:4][N:3]=1.C([CH:17](Br)[C:18](=O)[C:19]([O-:21])=[O:20])C.[CH3:24][CH2:25]O. (2) Given the product [CH2:1]([O:4][C:5]([N:7]1[CH2:12][CH2:11][N:10]([C:13](=[O:35])[C@@H:14]([NH2:24])[CH2:15][CH2:16][C:17]([O:19][C:20]([CH3:23])([CH3:22])[CH3:21])=[O:18])[CH2:9][CH2:8]1)=[O:6])[CH2:2][CH3:3], predict the reactants needed to synthesize it. The reactants are: [CH2:1]([O:4][C:5]([N:7]1[CH2:12][CH2:11][N:10]([C:13](=[O:35])[C@@H:14]([NH:24]C(OCC2C=CC=CC=2)=O)[CH2:15][CH2:16][C:17]([O:19][C:20]([CH3:23])([CH3:22])[CH3:21])=[O:18])[CH2:9][CH2:8]1)=[O:6])[CH2:2][CH3:3]. (3) The reactants are: [Cl:1][C:2]1[N:11]=[C:10]([NH:12][CH2:13][CH2:14][CH2:15][CH2:16][CH3:17])[C:9]2[C:4](=[CH:5][CH:6]=[C:7]([N+:18]([O-:20])=[O:19])[CH:8]=2)[N:3]=1.[CH2:21]([NH2:24])[CH:22]=[CH2:23]. Given the product [ClH:1].[CH2:21]([NH:24][C:2]1[N:11]=[C:10]([NH:12][CH2:13][CH2:14][CH2:15][CH2:16][CH3:17])[C:9]2[C:4](=[CH:5][CH:6]=[C:7]([N+:18]([O-:20])=[O:19])[CH:8]=2)[N:3]=1)[CH:22]=[CH2:23], predict the reactants needed to synthesize it. (4) Given the product [CH2:22]([N:10]([C:6]1[CH:7]=[CH:8][CH:9]=[C:4]([CH3:3])[CH:5]=1)[C:11]1[S:12][CH:13]=[C:14]([C:16]2[CH:21]=[CH:20][N:19]=[CH:18][CH:17]=2)[N:15]=1)[CH3:23], predict the reactants needed to synthesize it. The reactants are: [H-].[Na+].[CH3:3][C:4]1[CH:5]=[C:6]([NH:10][C:11]2[S:12][CH:13]=[C:14]([C:16]3[CH:21]=[CH:20][N:19]=[CH:18][CH:17]=3)[N:15]=2)[CH:7]=[CH:8][CH:9]=1.[CH2:22](I)[CH3:23].